The task is: Predict the reaction yield, written as a fraction of the theoretical maximum amount of product (1.0 means a 100% yield; for example, 0.34 means a 34% yield).. This data is from Reaction yield outcomes from USPTO patents with 853,638 reactions. (1) The reactants are [N:1]1([CH2:7][C:8]([O:10]CC)=[O:9])[CH2:6][CH2:5][CH2:4][CH2:3][CH2:2]1. The catalyst is Cl. The product is [N:1]1([CH2:7][C:8]([OH:10])=[O:9])[CH2:6][CH2:5][CH2:4][CH2:3][CH2:2]1. The yield is 0.600. (2) The reactants are FC(F)(F)C(O)=O.[CH3:8][O:9][C:10](=[O:30])[CH2:11][C:12]1[C:21]([CH3:22])=[C:20]([CH:23]2[CH2:28][CH2:27][NH:26][CH2:25][CH2:24]2)[C:19]2[C:14](=[CH:15][CH:16]=[C:17]([F:29])[CH:18]=2)[CH:13]=1.C(N(CC)C(C)C)(C)C.[CH3:40][O:41][C:42]1[CH:47]=[CH:46][CH:45]=[CH:44][C:43]=1[S:48](Cl)(=[O:50])=[O:49]. The catalyst is C(Cl)Cl. The product is [CH3:8][O:9][C:10](=[O:30])[CH2:11][C:12]1[C:21]([CH3:22])=[C:20]([CH:23]2[CH2:24][CH2:25][N:26]([S:48]([C:43]3[CH:44]=[CH:45][CH:46]=[CH:47][C:42]=3[O:41][CH3:40])(=[O:50])=[O:49])[CH2:27][CH2:28]2)[C:19]2[C:14](=[CH:15][CH:16]=[C:17]([F:29])[CH:18]=2)[CH:13]=1. The yield is 0.550. (3) The reactants are [Cl:1][C:2]1[C:7]([Cl:8])=[CH:6][N:5]=[CH:4][C:3]=1[CH:9]=[N:10]O.C(C1NC=CN=1)(C1NC=CN=1)=O. The catalyst is ClCCl. The product is [Cl:1][C:2]1[C:3]([C:9]#[N:10])=[CH:4][N:5]=[CH:6][C:7]=1[Cl:8]. The yield is 0.720. (4) The reactants are [Cl:1][C:2]1[CH:3]=[C:4]2[C:9](=[CH:10][C:11]=1[O:12][C:13]1[CH:18]=[CH:17][C:16]([C:19](=[O:34])[NH:20][CH2:21][CH2:22][C:23]3[CH:28]=[CH:27][C:26]([S:29][C:30]([F:33])([F:32])[F:31])=[CH:25][CH:24]=3)=[CH:15][CH:14]=1)[O:8][CH2:7][CH2:6][CH:5]2[C:35]([OH:37])=[O:36].C[O-].[Na+:40]. The catalyst is O1CCCC1. The product is [Cl:1][C:2]1[CH:3]=[C:4]2[C:9](=[CH:10][C:11]=1[O:12][C:13]1[CH:18]=[CH:17][C:16]([C:19](=[O:34])[NH:20][CH2:21][CH2:22][C:23]3[CH:28]=[CH:27][C:26]([S:29][C:30]([F:31])([F:33])[F:32])=[CH:25][CH:24]=3)=[CH:15][CH:14]=1)[O:8][CH2:7][CH2:6][CH:5]2[C:35]([O-:37])=[O:36].[Na+:40]. The yield is 0.983. (5) The yield is 0.960. The product is [Br:1][C:2]1[C:3]2[N:12]=[CH:13][NH:11][C:4]=2[CH:5]=[C:6]([N+:8]([O-:10])=[O:9])[CH:7]=1. The catalyst is C1(C)C=CC=CC=1. The reactants are [Br:1][C:2]1[CH:7]=[C:6]([N+:8]([O-:10])=[O:9])[CH:5]=[C:4]([NH2:11])[C:3]=1[NH2:12].[CH:13](O)=O. (6) The reactants are CS(C)=O.C(Cl)(=O)C(Cl)=O.[OH:11][C@H:12]1[CH2:16][N:15]([C:17]([O:19][CH2:20][C:21]2[CH:26]=[CH:25][CH:24]=[CH:23][CH:22]=2)=[O:18])[C@H:14]([C:27]([O:29][CH3:30])=[O:28])[CH2:13]1.C(N(CC)C(C)C)(C)C. The catalyst is C(Cl)Cl.CCCCCC.CCOC(C)=O. The product is [O:11]=[C:12]1[CH2:16][N:15]([C:17]([O:19][CH2:20][C:21]2[CH:22]=[CH:23][CH:24]=[CH:25][CH:26]=2)=[O:18])[C@H:14]([C:27]([O:29][CH3:30])=[O:28])[CH2:13]1. The yield is 0.700. (7) The reactants are [OH-].[Na+].C([O:5][C:6](=[O:21])[CH2:7][C:8]([NH:10][C:11]1[CH:16]=[CH:15][CH:14]=[CH:13][C:12]=1[S:17](=[O:20])(=[O:19])[NH2:18])=O)C.Cl. The catalyst is O. The product is [O:19]=[S:17]1(=[O:20])[C:12]2[CH:13]=[CH:14][CH:15]=[CH:16][C:11]=2[NH:10][C:8]([CH2:7][C:6]([OH:5])=[O:21])=[N:18]1. The yield is 0.717.